Dataset: Reaction yield outcomes from USPTO patents with 853,638 reactions. Task: Predict the reaction yield, written as a fraction of the theoretical maximum amount of product (1.0 means a 100% yield; for example, 0.34 means a 34% yield). (1) The reactants are Cl[C:2]1[C:7]([N+:8]([O-:10])=[O:9])=[C:6]([Cl:11])[N:5]=[CH:4][N:3]=1.[NH2:12][C:13]1[CH:18]=[CH:17][C:16]([S:19]([NH2:22])(=[O:21])=[O:20])=[CH:15][CH:14]=1.C(N(CC)CC)C. The catalyst is CC(O)C. The product is [Cl:11][C:6]1[N:5]=[CH:4][N:3]=[C:2]([NH:12][C:13]2[CH:18]=[CH:17][C:16]([S:19]([NH2:22])(=[O:20])=[O:21])=[CH:15][CH:14]=2)[C:7]=1[N+:8]([O-:10])=[O:9]. The yield is 0.890. (2) The reactants are [I:1][C:2]1[CH:7]=[CH:6][C:5]([NH:8][C:9]2[C:17]([F:18])=[C:16]([F:19])[C:15]([F:20])=[CH:14][C:10]=2[C:11]([OH:13])=O)=[C:4]([CH3:21])[CH:3]=1.[CH:22]([O:24][CH2:25][CH2:26][O:27][NH2:28])=[CH2:23].C(N(C(C)C)CC)(C)C.N1(O[P+](N2CCCC2)(N2CCCC2)N2CCCC2)C2C=CC=CC=2N=N1.F[P-](F)(F)(F)(F)F. The catalyst is ClCCl.CCOCC. The product is [I:1][C:2]1[CH:7]=[CH:6][C:5]([NH:8][C:9]2[C:17]([F:18])=[C:16]([F:19])[C:15]([F:20])=[CH:14][C:10]=2[C:11]([NH:28][O:27][CH2:26][CH2:25][O:24][CH:22]=[CH2:23])=[O:13])=[C:4]([CH3:21])[CH:3]=1. The yield is 0.730. (3) The reactants are [CH3:1][N:2]1[CH2:7][C@H:6]([CH3:8])[N:5](CC2C=CC=CC=2)[CH2:4][C@@H:3]1[CH3:16]. The catalyst is CO. The product is [CH3:1][N:2]1[CH2:7][C@H:6]([CH3:8])[NH:5][CH2:4][C@@H:3]1[CH3:16]. The yield is 1.00. (4) The reactants are [Br:1][C:2]1[CH:3]=[C:4]([NH:8]/[C:9](=[N:17]/[C:18]#[N:19])/OC2C=CC=CC=2)[CH:5]=[CH:6][CH:7]=1.[NH2:20][NH2:21]. The catalyst is C(O)C. The product is [Br:1][C:2]1[CH:3]=[C:4]([NH:8][C:9]2[N:17]=[C:18]([NH2:19])[NH:21][N:20]=2)[CH:5]=[CH:6][CH:7]=1. The yield is 0.860. (5) The reactants are [O:1]=[C:2]1[NH:6][C:5](=[O:7])[CH:4]([CH2:8][C:9]2[CH:31]=[CH:30][C:12]([O:13][CH2:14][C:15]([N:17]([C:19]3[CH:24]=[C:23]([O:25][CH3:26])[CH:22]=[CH:21][C:20]=3[N+:27]([O-])=O)[CH3:18])=O)=[CH:11][CH:10]=2)[S:3]1.CO.[ClH:34].[H][H]. The catalyst is [C].[Pd].CC(N(C)C)=O. The product is [ClH:34].[CH3:26][O:25][C:23]1[CH:22]=[CH:21][C:20]2[N:27]=[C:15]([CH2:14][O:13][C:12]3[CH:30]=[CH:31][C:9]([CH2:8][CH:4]4[S:3][C:2](=[O:1])[NH:6][C:5]4=[O:7])=[CH:10][CH:11]=3)[N:17]([CH3:18])[C:19]=2[CH:24]=1. The yield is 0.480.